This data is from Catalyst prediction with 721,799 reactions and 888 catalyst types from USPTO. The task is: Predict which catalyst facilitates the given reaction. Reactant: [CH3:1][N:2]1[C:7]([C:8]2[CH:13]=[CH:12][CH:11]=[CH:10][CH:9]=2)=[CH:6][S:5][CH2:4][C:3]1=O.COC1C=CC(P2(SP(C3C=CC(OC)=CC=3)(=S)S2)=[S:24])=CC=1. Product: [CH3:1][N:2]1[C:7]([C:8]2[CH:13]=[CH:12][CH:11]=[CH:10][CH:9]=2)=[CH:6][S:5][CH2:4][C:3]1=[S:24]. The catalyst class is: 12.